Dataset: Full USPTO retrosynthesis dataset with 1.9M reactions from patents (1976-2016). Task: Predict the reactants needed to synthesize the given product. (1) Given the product [NH2:1][C:2]1[N:3]=[C:4]([S:19][CH2:24][C:23]([NH:22][CH2:20][CH3:21])=[O:26])[C:5]([C:17]#[N:18])=[C:6]([C:10]2[CH:11]=[CH:12][C:13]([OH:16])=[CH:14][CH:15]=2)[C:7]=1[C:8]#[N:9], predict the reactants needed to synthesize it. The reactants are: [NH2:1][C:2]1[C:7]([C:8]#[N:9])=[C:6]([C:10]2[CH:15]=[CH:14][C:13]([OH:16])=[CH:12][CH:11]=2)[C:5]([C:17]#[N:18])=[C:4]([SH:19])[N:3]=1.[CH2:20]([NH:22][C:23](=[O:26])[CH2:24]Br)[CH3:21].C([O-])(O)=O.[Na+]. (2) The reactants are: [F:1][C:2]1[CH:7]=[CH:6][C:5]([CH3:8])=[CH:4][CH:3]=1.C(O[O:14][C:15]([CH3:18])(C)C)(C)(C)C.[C]=O.[CH2:21]([OH:23])C. Given the product [F:1][C:2]1[CH:7]=[CH:6][C:5]([CH2:8][C:21]([O:14][CH2:15][CH3:18])=[O:23])=[CH:4][CH:3]=1, predict the reactants needed to synthesize it. (3) Given the product [CH3:21][N:4]([CH2:3][CH:2]([CH3:20])[CH3:1])[C:5](=[O:19])[CH:6]([C:8]1[CH:13]=[CH:12][C:11]([C:14]2[CH:18]=[CH:17][S:16][CH:15]=2)=[CH:10][CH:9]=1)[CH3:7], predict the reactants needed to synthesize it. The reactants are: [CH3:1][CH:2]([CH3:20])[CH2:3][NH:4][C:5](=[O:19])[CH:6]([C:8]1[CH:13]=[CH:12][C:11]([C:14]2[CH:18]=[CH:17][S:16][CH:15]=2)=[CH:10][CH:9]=1)[CH3:7].[CH3:21][Si]([N-][Si](C)(C)C)(C)C.[Na+].IC.